This data is from Forward reaction prediction with 1.9M reactions from USPTO patents (1976-2016). The task is: Predict the product of the given reaction. (1) Given the reactants Cl[C:2]1[N:7]2[N:8]=[CH:9][CH:10]=[C:6]2[N:5]=[C:4]([NH:11][C:12](=[O:23])[C:13]2[CH:18]=[CH:17][C:16]([C:19]([OH:22])([CH3:21])[CH3:20])=[CH:15][CH:14]=2)[CH:3]=1.[CH2:24]([O:31][C:32]1[CH:33]=[C:34](B(O)O)[CH:35]=[CH:36][CH:37]=1)[C:25]1[CH:30]=[CH:29][CH:28]=[CH:27][CH:26]=1.O1CCOCC1, predict the reaction product. The product is: [CH2:24]([O:31][C:32]1[CH:37]=[C:36]([C:2]2[N:7]3[N:8]=[CH:9][CH:10]=[C:6]3[N:5]=[C:4]([NH:11][C:12](=[O:23])[C:13]3[CH:18]=[CH:17][C:16]([C:19]([OH:22])([CH3:21])[CH3:20])=[CH:15][CH:14]=3)[CH:3]=2)[CH:35]=[CH:34][CH:33]=1)[C:25]1[CH:30]=[CH:29][CH:28]=[CH:27][CH:26]=1. (2) The product is: [CH2:15]([O:7][C:6](=[O:8])[C:5]1[CH:9]=[CH:10][C:2]([NH2:1])=[C:3]([N+:11]([O-:13])=[O:12])[CH:4]=1)[CH3:16]. Given the reactants [NH2:1][C:2]1[CH:10]=[CH:9][C:5]([C:6]([OH:8])=[O:7])=[CH:4][C:3]=1[N+:11]([O-:13])=[O:12].Cl.[CH2:15](O)[CH3:16], predict the reaction product. (3) Given the reactants Cl.C(OC(=O)[NH:8][CH2:9][C:10]([N:12]1[CH2:17][CH2:16][N:15]([C:18](=[O:27])[C:19]2[CH:24]=[C:23]([Cl:25])[CH:22]=[CH:21][C:20]=2[Cl:26])[CH2:14][CH2:13]1)=[O:11])(C)(C)C, predict the reaction product. The product is: [ClH:25].[NH2:8][CH2:9][C:10]([N:12]1[CH2:17][CH2:16][N:15]([C:18](=[O:27])[C:19]2[CH:24]=[C:23]([Cl:25])[CH:22]=[CH:21][C:20]=2[Cl:26])[CH2:14][CH2:13]1)=[O:11]. (4) Given the reactants [F:1][C:2]1[CH:9]=[CH:8][C:7]([CH2:10][OH:11])=[CH:6][C:3]=1[C:4]#[N:5].Cl[C:13]1[CH:14]=[C:15]2[N:22]([CH3:23])[C:21]([CH3:25])([CH3:24])[CH2:20][N:16]2[C:17](=[O:19])[N:18]=1, predict the reaction product. The product is: [F:1][C:2]1[CH:9]=[CH:8][C:7]([CH2:10][O:11][C:13]2[CH:14]=[C:15]3[N:22]([CH3:23])[C:21]([CH3:25])([CH3:24])[CH2:20][N:16]3[C:17](=[O:19])[N:18]=2)=[CH:6][C:3]=1[C:4]#[N:5]. (5) Given the reactants [F:1][C:2]1[CH:3]=[C:4]([CH2:14][O:15][C:16]2[CH:21]=[CH:20][C:19]([CH2:22][CH2:23][C:24]([OH:26])=[O:25])=[C:18]([CH3:27])[C:17]=2[CH3:28])[C:5]2[O:9][C:8]([CH2:10][CH2:11][OH:12])=[CH:7][C:6]=2[CH:13]=1.C(N([CH2:34][CH3:35])CC)C.[CH3:36][S:37](Cl)(=[O:39])=[O:38], predict the reaction product. The product is: [F:1][C:2]1[CH:3]=[C:4]([CH2:14][O:15][C:16]2[CH:21]=[CH:20][C:19]([CH2:22][CH2:23][C:24]([O:26][CH2:34][CH3:35])=[O:25])=[C:18]([CH3:27])[C:17]=2[CH3:28])[C:5]2[O:9][C:8]([CH2:10][CH2:11][O:12][S:37]([CH3:36])(=[O:39])=[O:38])=[CH:7][C:6]=2[CH:13]=1.